This data is from Full USPTO retrosynthesis dataset with 1.9M reactions from patents (1976-2016). The task is: Predict the reactants needed to synthesize the given product. (1) Given the product [NH:21]1[C:29]2[C:24](=[CH:25][CH:26]=[CH:27][CH:28]=2)[CH:23]=[C:22]1[C:2]1[N:3]=[C:4]([S:12][CH3:13])[N:5]2[CH:10]=[CH:9][N:8]=[C:7]([NH2:11])[C:6]=12, predict the reactants needed to synthesize it. The reactants are: I[C:2]1[N:3]=[C:4]([S:12][CH3:13])[N:5]2[CH:10]=[CH:9][N:8]=[C:7]([NH2:11])[C:6]=12.C([N:21]1[C:29]2[C:24](=[CH:25][CH:26]=[CH:27][CH:28]=2)[CH:23]=[C:22]1B(O)O)(OC(C)(C)C)=O.C(=O)([O-])[O-].[K+].[K+].ClCCl. (2) Given the product [F:15][C:16]1[CH:21]=[C:20]([F:22])[CH:19]=[CH:18][C:17]=1[CH:23]([F:44])[CH:24]1[CH2:29][CH2:28][N:27]([C:30]2[N:35]=[C:34]3[CH2:36][N:37]([C:5](=[O:7])[CH3:6])[CH2:38][CH2:39][C:33]3=[N:32][C:31]=2[NH:40][CH:41]([CH3:42])[CH3:43])[CH2:26][CH2:25]1.[C:9]([OH:10])([C:11]([F:14])([F:13])[F:12])=[O:8], predict the reactants needed to synthesize it. The reactants are: C(O[C:5](=[O:7])[CH3:6])(=O)C.[OH:8][C:9]([C:11]([F:14])([F:13])[F:12])=[O:10].[F:15][C:16]1[CH:21]=[C:20]([F:22])[CH:19]=[CH:18][C:17]=1[CH:23]([F:44])[CH:24]1[CH2:29][CH2:28][N:27]([C:30]2[N:35]=[C:34]3[CH2:36][NH:37][CH2:38][CH2:39][C:33]3=[N:32][C:31]=2[NH:40][CH:41]([CH3:43])[CH3:42])[CH2:26][CH2:25]1.N1C=CC=CC=1. (3) Given the product [N:5]12[CH2:11][CH2:10][CH:9]([CH2:12][CH2:13]1)[N:8]([C:14]([C:16]1[C:20]3[CH:21]=[CH:22][C:23]([OH:25])=[CH:24][C:19]=3[S:18][N:17]=1)=[O:15])[CH2:7][CH2:6]2, predict the reactants needed to synthesize it. The reactants are: B(Br)(Br)Br.[N:5]12[CH2:13][CH2:12][CH:9]([CH2:10][CH2:11]1)[N:8]([C:14]([C:16]1[C:20]3[CH:21]=[CH:22][C:23]([O:25]C)=[CH:24][C:19]=3[S:18][N:17]=1)=[O:15])[CH2:7][CH2:6]2. (4) Given the product [CH2:26]([O:24][CH2:23][C@@H:11]1[O:10][C:9](=[O:25])[N:8]([C:5]2[CH:6]=[CH:7][C:2]([Cl:1])=[CH:3][CH:4]=2)[C@H:12]1[C:13]1[CH:18]=[CH:17][CH:16]=[C:15]([C:19]([F:22])([F:21])[F:20])[CH:14]=1)[C:27]1[CH:32]=[CH:31][CH:30]=[CH:29][CH:28]=1, predict the reactants needed to synthesize it. The reactants are: [Cl:1][C:2]1[CH:7]=[CH:6][C:5]([N:8]2[C@@H:12]([C:13]3[CH:18]=[CH:17][CH:16]=[C:15]([C:19]([F:22])([F:21])[F:20])[CH:14]=3)[C@H:11]([CH2:23][OH:24])[O:10][C:9]2=[O:25])=[CH:4][CH:3]=1.[CH2:26](OC(=N)C(Cl)(Cl)Cl)[C:27]1[CH:32]=[CH:31][CH:30]=[CH:29][CH:28]=1.FC(F)(F)S(O)(=O)=O. (5) Given the product [C:39]([O:38][C:36]([NH:35][C@H:32]1[CH2:33][CH2:34][C@H:29](/[C:26](/[C:6]2[S:5][CH:4]=[C:3]([C:16]([O:18][CH3:19])=[O:17])[C:2]=2[CH3:1])=[CH:27]\[CH3:28])[CH2:30][CH2:31]1)=[O:37])([CH3:42])([CH3:41])[CH3:40], predict the reactants needed to synthesize it. The reactants are: [CH3:1][C:2]1[C:3]([C:16]([O:18][CH3:19])=[O:17])=[CH:4][S:5][C:6]=1B1OC(C)(C)C(C)(C)O1.FC(F)(F)S(O/[C:26](/[C@H:29]1[CH2:34][CH2:33][C@H:32]([NH:35][C:36]([O:38][C:39]([CH3:42])([CH3:41])[CH3:40])=[O:37])[CH2:31][CH2:30]1)=[CH:27]/[CH3:28])(=O)=O.C([O-])(O)=O.[Na+].N#N. (6) Given the product [O:64]1[CH2:65][CH2:66][N:61]([CH2:60][C:59]2[CH:58]=[CH:57][C:56]([C:2]3[N:25]([S:26]([C:29]4[CH:30]=[CH:31][CH:32]=[CH:33][CH:34]=4)(=[O:27])=[O:28])[C:5]4=[N:6][CH:7]=[CH:8][C:9]([C:10]5[CH:11]=[CH:12][C:13]([O:18][CH:19]6[CH2:24][CH2:23][O:22][CH2:21][CH2:20]6)=[C:14]([CH:17]=5)[C:15]#[N:16])=[C:4]4[CH:3]=3)=[CH:68][CH:67]=2)[CH2:62][CH2:63]1, predict the reactants needed to synthesize it. The reactants are: I[C:2]1[N:25]([S:26]([C:29]2[CH:34]=[CH:33][CH:32]=[CH:31][CH:30]=2)(=[O:28])=[O:27])[C:5]2=[N:6][CH:7]=[CH:8][C:9]([C:10]3[CH:11]=[CH:12][C:13]([O:18][CH:19]4[CH2:24][CH2:23][O:22][CH2:21][CH2:20]4)=[C:14]([CH:17]=3)[C:15]#[N:16])=[C:4]2[CH:3]=1.O1CCOCC1.O.C([O-])([O-])=O.[K+].[K+].CC1(C)C(C)(C)OB([C:56]2[CH:68]=[CH:67][C:59]([CH2:60][N:61]3[CH2:66][CH2:65][O:64][CH2:63][CH2:62]3)=[CH:58][CH:57]=2)O1. (7) The reactants are: CN(C)/[CH:3]=[C:4]1\[C:5](=O)[CH:6]([C:10]2[CH:15]=[C:14]([F:16])[C:13]([F:17])=[C:12]([F:18])[CH:11]=2)[CH2:7][CH2:8][CH2:9]\1.[N+]([O-])(O)=O.[N+]([O-])(O)=O.[CH3:29][O:30][C:31]1[CH:32]=[C:33]([NH:43][C:44]([NH2:46])=[NH:45])[CH:34]=[CH:35][C:36]=1[N:37]1[CH:41]=[C:40]([CH3:42])[N:39]=[CH:38]1. Given the product [CH3:29][O:30][C:31]1[CH:32]=[C:33]([NH:43][C:44]2[N:46]=[CH:3][C:4]3[CH2:9][CH2:8][CH2:7][CH:6]([C:10]4[CH:11]=[C:12]([F:18])[C:13]([F:17])=[C:14]([F:16])[CH:15]=4)[C:5]=3[N:45]=2)[CH:34]=[CH:35][C:36]=1[N:37]1[CH:41]=[C:40]([CH3:42])[N:39]=[CH:38]1, predict the reactants needed to synthesize it. (8) Given the product [ClH:27].[NH2:7][C@@H:8]1[CH2:10][C@H:9]1[C:11]1[CH:15]=[C:14]([C:16]([NH:17][CH:18]2[CH2:23][CH2:22][O:21][CH2:20][CH2:19]2)=[O:24])[S:13][C:12]=1[CH3:25], predict the reactants needed to synthesize it. The reactants are: C(OC(=O)[NH:7][C@@H:8]1[CH2:10][C@H:9]1[C:11]1[CH:15]=[C:14]([C:16](=[O:24])[NH:17][CH:18]2[CH2:23][CH2:22][O:21][CH2:20][CH2:19]2)[S:13][C:12]=1[CH3:25])(C)(C)C.[ClH:27].C(OCC)(=O)C. (9) Given the product [NH2:3][CH2:12][CH2:13][S:14]([NH:17][CH:18]([CH3:20])[CH3:19])(=[O:16])=[O:15], predict the reactants needed to synthesize it. The reactants are: O=C1C2C(=CC=CC=2)C(=O)[N:3]1[CH2:12][CH2:13][S:14]([NH:17][CH:18]([CH3:20])[CH3:19])(=[O:16])=[O:15].O.NN.